Task: Predict which catalyst facilitates the given reaction.. Dataset: Catalyst prediction with 721,799 reactions and 888 catalyst types from USPTO Reactant: [C:1]([O:5][C:6](=[O:31])[NH:7][CH2:8][CH2:9][CH2:10][CH2:11][C@H:12]([NH2:30])[C:13](=[O:29])[NH:14][CH2:15][CH2:16][N:17]([C:19]([O:21][CH2:22][C:23]1[CH:28]=[CH:27][CH:26]=[CH:25][CH:24]=1)=[O:20])[CH3:18])([CH3:4])([CH3:3])C.CCN(C(C)C)C(C)C.[CH3:41][C:42](OC(C)=O)=[O:43]. Product: [CH:1]([O:5][C:6](=[O:31])[NH:7][CH2:8][CH2:9][CH2:10][CH2:11][C@H:12]([NH:30][C:42](=[O:43])[CH3:41])[C:13](=[O:29])[NH:14][CH2:15][CH2:16][N:17]([C:19]([O:21][CH2:22][C:23]1[CH:24]=[CH:25][CH:26]=[CH:27][CH:28]=1)=[O:20])[CH3:18])([CH3:3])[CH3:4]. The catalyst class is: 22.